Dataset: Full USPTO retrosynthesis dataset with 1.9M reactions from patents (1976-2016). Task: Predict the reactants needed to synthesize the given product. (1) The reactants are: [O:1]1[CH2:6][CH2:5][CH:4]([O:7][C:8]2[CH:9]=[CH:10][CH:11]=[C:12]3[C:17]=2[N:16]=[C:15]([NH:18][C@H:19]2[CH2:24][CH2:23][C@H:22]([NH2:25])[CH2:21][CH2:20]2)[N:14]=[CH:13]3)[CH2:3][CH2:2]1.[C:26](Cl)(=[O:28])[CH3:27].CCN(CC)CC.CO. Given the product [O:1]1[CH2:2][CH2:3][CH:4]([O:7][C:8]2[CH:9]=[CH:10][CH:11]=[C:12]3[C:17]=2[N:16]=[C:15]([NH:18][C@H:19]2[CH2:24][CH2:23][C@H:22]([NH:25][C:26](=[O:28])[CH3:27])[CH2:21][CH2:20]2)[N:14]=[CH:13]3)[CH2:5][CH2:6]1, predict the reactants needed to synthesize it. (2) Given the product [Cl:15][C:9]1[CH:8]=[C:7]([CH:12]=[C:11]([O:13][CH3:14])[CH:10]=1)[C:6]([NH:5][CH2:4][C:3]1[CH:17]=[CH:18][C:19]([C:21]#[N:22])=[CH:20][C:2]=1[NH:1][CH2:25][CH2:24][OH:26])=[O:16], predict the reactants needed to synthesize it. The reactants are: [NH2:1][C:2]1[CH:20]=[C:19]([C:21]#[N:22])[CH:18]=[CH:17][C:3]=1[CH2:4][NH:5][C:6](=[O:16])[C:7]1[CH:12]=[C:11]([O:13][CH3:14])[CH:10]=[C:9]([Cl:15])[CH:8]=1.Br[CH:24]([OH:26])[CH3:25].